Dataset: Reaction yield outcomes from USPTO patents with 853,638 reactions. Task: Predict the reaction yield, written as a fraction of the theoretical maximum amount of product (1.0 means a 100% yield; for example, 0.34 means a 34% yield). (1) The reactants are [F:1][C:2]1[CH:10]=[C:9]([F:11])[CH:8]=[C:7]([F:12])[C:3]=1C(O)=O.C1(P(N=[N+]=[N-])(C2C=CC=CC=2)=[O:20])C=CC=CC=1.[N+:30]([C:33]1[CH:38]=[CH:37][CH:36]=[CH:35][C:34]=1[C:39]1[CH:44]=[CH:43][C:42]([CH2:45][NH:46][CH2:47][CH2:48][CH2:49][CH2:50][CH3:51])=[CH:41][CH:40]=1)([O-:32])=[O:31].C([N:54]([CH2:57]C)CC)C. No catalyst specified. The yield is 0.950. The product is [N+:30]([C:33]1[CH:38]=[CH:37][CH:36]=[CH:35][C:34]=1[C:39]1[CH:44]=[CH:43][C:42]([CH2:45][N:46]([CH2:47][CH2:48][CH2:49][CH2:50][CH3:51])[C:57](=[O:20])[NH:54][C:3]2[C:7]([F:12])=[CH:8][C:9]([F:11])=[CH:10][C:2]=2[F:1])=[CH:41][CH:40]=1)([O-:32])=[O:31]. (2) The reactants are C([Si]([O:8][C:9]1[CH:14]=[CH:13][C:12]([CH:15]=[CH:16][CH2:17][C:18]2[CH:23]=[CH:22][CH:21]=[CH:20][CH:19]=2)=[CH:11][C:10]=1[O:24][CH2:25][CH3:26])(C)C)(C)(C)C.[N+](CCCC)(CCCC)(CCCC)CCCC.[F-].O. The catalyst is C1COCC1. The product is [CH2:25]([O:24][C:10]1[CH:11]=[C:12]([CH:15]=[CH:16][CH2:17][C:18]2[CH:23]=[CH:22][CH:21]=[CH:20][CH:19]=2)[CH:13]=[CH:14][C:9]=1[OH:8])[CH3:26]. The yield is 0.740. (3) The reactants are [Cl:1][C:2]1[CH:7]=[CH:6][CH:5]=[CH:4][C:3]=1[C:8]1[CH:13]=[CH:12][N:11]=[CH:10][C:9]=1[NH:14][CH2:15][C:16]#[N:17].[CH3:18][S:19]([C:22]1[CH:23]=[C:24]([CH:28]=[C:29]([C:31]([F:34])([F:33])[F:32])[CH:30]=1)[C:25](O)=[O:26])(=[O:21])=[O:20]. No catalyst specified. The product is [Cl:1][C:2]1[CH:7]=[CH:6][CH:5]=[CH:4][C:3]=1[C:8]1[CH:13]=[CH:12][N:11]=[CH:10][C:9]=1[N:14]([CH2:15][C:16]#[N:17])[C:25](=[O:26])[C:24]1[CH:28]=[C:29]([C:31]([F:34])([F:32])[F:33])[CH:30]=[C:22]([S:19]([CH3:18])(=[O:21])=[O:20])[CH:23]=1. The yield is 0.250. (4) The reactants are [F:1][B-](F)(F)F.[Br:6][C:7]1[C:16]2[C:11](=[CH:12][CH:13]=[C:14]([O:17][CH3:18])[N:15]=2)[N:10]=[CH:9][C:8]=1[N+]#N. The catalyst is C1C2C(CCCC2)CCC1.C(Cl)(Cl)Cl. The product is [Br:6][C:7]1[C:16]2[C:11](=[CH:12][CH:13]=[C:14]([O:17][CH3:18])[N:15]=2)[N:10]=[CH:9][C:8]=1[F:1]. The yield is 0.400. (5) The reactants are [Cl:1][C:2]1[CH:13]=[C:12]([C:14]([F:17])([F:16])[F:15])[CH:11]=[C:10]([Cl:18])[C:3]=1[CH:4]=[C:5]([C:8]#[N:9])[C:6]#[N:7].[BH4-].[Na+]. The catalyst is C(O)C. The product is [Cl:1][C:2]1[CH:13]=[C:12]([C:14]([F:15])([F:16])[F:17])[CH:11]=[C:10]([Cl:18])[C:3]=1[CH2:4][CH:5]([C:6]#[N:7])[C:8]#[N:9]. The yield is 0.900. (6) The reactants are [C:1]([O:5][C:6]([NH:8]/[C:9](=[CH:14]\[C:15]1[CH:20]=[CH:19][C:18]([CH:21]2[S:25](=[O:27])(=[O:26])[N:24]([C:28]([CH3:31])([CH3:30])[CH3:29])[C:23](=[O:32])[CH2:22]2)=[C:17]([F:33])[CH:16]=1)/[C:10]([O:12][CH3:13])=[O:11])=[O:7])([CH3:4])([CH3:3])[CH3:2]. The catalyst is C(O)C.[B-](F)(F)(F)F.COC1C([P@](CC[P@](C2C=CC=CC=2)C2C(OC)=CC=CC=2)C2C=CC=CC=2)=CC=CC=1.C1CC=CCCC=C1.[Rh]. The product is [C:1]([O:5][C:6]([NH:8][C@@H:9]([CH2:14][C:15]1[CH:20]=[CH:19][C:18]([CH:21]2[S:25](=[O:26])(=[O:27])[N:24]([C:28]([CH3:31])([CH3:30])[CH3:29])[C:23](=[O:32])[CH2:22]2)=[C:17]([F:33])[CH:16]=1)[C:10]([O:12][CH3:13])=[O:11])=[O:7])([CH3:4])([CH3:2])[CH3:3]. The yield is 0.920. (7) The reactants are F[C:2]1[CH:3]=[C:4]([CH:18]=[CH:19][C:20]=1[N+:21]([O-:23])=[O:22])[C:5]([N:7]([CH2:13][CH2:14][CH:15]([CH3:17])[CH3:16])[CH2:8][CH2:9][CH:10]([CH3:12])[CH3:11])=[O:6].[CH2:24]([N:26]([CH2:31]C)[CH2:27][CH2:28][CH2:29][NH2:30])C.C(=O)([O-])[O-].[K+].[K+]. The catalyst is C(#N)C. The product is [CH3:24][N:26]([CH3:31])[CH2:27][CH2:28][CH2:29][NH:30][C:2]1[CH:3]=[C:4]([CH:18]=[CH:19][C:20]=1[N+:21]([O-:23])=[O:22])[C:5]([N:7]([CH2:13][CH2:14][CH:15]([CH3:17])[CH3:16])[CH2:8][CH2:9][CH:10]([CH3:12])[CH3:11])=[O:6]. The yield is 0.680. (8) The reactants are [Cl:1][C:2]1[CH:7]=[CH:6][C:5]([CH:8]([C:10]2[CH:15]=[CH:14][C:13]([Cl:16])=[C:12]([Cl:17])[CH:11]=2)O)=[CH:4][CH:3]=1.S(Cl)([Cl:20])=O. The catalyst is C1(C)C=CC=CC=1. The yield is 0.610. The product is [Cl:16][C:13]1[CH:14]=[CH:15][C:10]([CH:8]([Cl:20])[C:5]2[CH:6]=[CH:7][C:2]([Cl:1])=[CH:3][CH:4]=2)=[CH:11][C:12]=1[Cl:17].